From a dataset of Retrosynthesis with 50K atom-mapped reactions and 10 reaction types from USPTO. Predict the reactants needed to synthesize the given product. Given the product CCNc1ccc(N2CCNCC2)cc1, predict the reactants needed to synthesize it. The reactants are: CCNc1ccc(N2CCN(Cc3ccccc3)CC2)cc1.